This data is from Forward reaction prediction with 1.9M reactions from USPTO patents (1976-2016). The task is: Predict the product of the given reaction. (1) Given the reactants [Sn](Cl)Cl.[Cl:4][C:5]1[CH:10]=[C:9]([Cl:11])[CH:8]=[CH:7][C:6]=1[S:12]([N:15]1[CH2:20][CH:19]([NH:21][C:22]([CH:24]2[CH2:28][CH2:27][CH2:26][CH2:25]2)=[O:23])[C:18](=[O:29])[N:17]2[CH:30]([CH2:38][C:39]3[CH:44]=[CH:43][C:42]([N+:45]([O-])=O)=[CH:41][CH:40]=3)[C:31](=[O:37])[N:32]([CH:34]([CH3:36])[CH3:35])[CH2:33][CH:16]12)(=[O:14])=[O:13], predict the reaction product. The product is: [NH2:45][C:42]1[CH:43]=[CH:44][C:39]([CH2:38][CH:30]2[N:17]3[C:18](=[O:29])[CH:19]([NH:21][C:22]([CH:24]4[CH2:28][CH2:27][CH2:26][CH2:25]4)=[O:23])[CH2:20][N:15]([S:12]([C:6]4[CH:7]=[CH:8][C:9]([Cl:11])=[CH:10][C:5]=4[Cl:4])(=[O:13])=[O:14])[CH:16]3[CH2:33][N:32]([CH:34]([CH3:35])[CH3:36])[C:31]2=[O:37])=[CH:40][CH:41]=1. (2) Given the reactants N(/C(OC(C)C)=O)=N\C(OC(C)C)=O.C1(P(C2C=CC=CC=2)C2C=CC=CC=2)C=CC=CC=1.[OH:34][CH2:35][C:36]1[CH:41]=[CH:40][C:39]([CH2:42][N:43]2[CH2:48][CH2:47][N:46]([C:49]3[C:54]([C:55]([O:57][CH:58]([CH3:60])[CH3:59])=[O:56])=[CH:53][CH:52]=[CH:51][N:50]=3)[CH2:45][CH2:44]2)=[CH:38][CH:37]=1.[CH2:61]([O:63][C:64]1[CH:69]=[CH:68][C:67](O)=[CH:66][CH:65]=1)[CH3:62], predict the reaction product. The product is: [CH2:61]([O:63][C:64]1[CH:69]=[CH:68][C:67]([O:34][CH2:35][C:36]2[CH:41]=[CH:40][C:39]([CH2:42][N:43]3[CH2:44][CH2:45][N:46]([C:49]4[C:54]([C:55]([O:57][CH:58]([CH3:60])[CH3:59])=[O:56])=[CH:53][CH:52]=[CH:51][N:50]=4)[CH2:47][CH2:48]3)=[CH:38][CH:37]=2)=[CH:66][CH:65]=1)[CH3:62].